Task: Predict the reaction yield, written as a fraction of the theoretical maximum amount of product (1.0 means a 100% yield; for example, 0.34 means a 34% yield).. Dataset: Reaction yield outcomes from USPTO patents with 853,638 reactions (1) The catalyst is ClCCl. The yield is 0.990. The product is [Br:30][CH2:8][C:6]1[O:5][N:4]=[C:3]([O:2][CH3:1])[CH:7]=1. The reactants are [CH3:1][O:2][C:3]1[CH:7]=[C:6]([CH2:8]O)[O:5][N:4]=1.C1(P(C2C=CC=CC=2)C2C=CC=CC=2)C=CC=CC=1.C(Br)(Br)(Br)[Br:30]. (2) The yield is 0.656. The product is [NH:12]1[C:1](=[O:11])[CH2:2][CH2:3][CH2:4][C:5]2[CH:6]=[CH:7][CH:8]=[CH:9][C:10]1=2. The reactants are [C:1]1(=[O:11])[C:10]2[C:5](=[CH:6][CH:7]=[CH:8][CH:9]=2)[CH2:4][CH2:3][CH2:2]1.[N-:12]=[N+]=[N-].[Na+].OS(O)(=O)=O. The catalyst is C(Cl)(Cl)Cl.O.